Dataset: Reaction yield outcomes from USPTO patents with 853,638 reactions. Task: Predict the reaction yield, written as a fraction of the theoretical maximum amount of product (1.0 means a 100% yield; for example, 0.34 means a 34% yield). (1) The reactants are [N+:1]([O-:4])(O)=[O:2].[CH3:5][O:6][C:7](=[O:19])[C:8]1[CH:13]=[CH:12][C:11]([OH:14])=[C:10]([C:15]([F:18])([F:17])[F:16])[CH:9]=1. The catalyst is C(O)(=O)C. The product is [CH3:5][O:6][C:7](=[O:19])[C:8]1[CH:9]=[C:10]([C:15]([F:18])([F:17])[F:16])[C:11]([OH:14])=[C:12]([N+:1]([O-:4])=[O:2])[CH:13]=1. The yield is 0.990. (2) The reactants are [CH3:1][O:2][C:3]([C:5]1([C:8]2[CH:13]=[CH:12][C:11]([OH:14])=[C:10]([N+:15]([O-])=O)[CH:9]=2)[CH2:7][CH2:6]1)=[O:4]. The catalyst is CO.[Ni]. The product is [CH3:1][O:2][C:3]([C:5]1([C:8]2[CH:13]=[CH:12][C:11]([OH:14])=[C:10]([NH2:15])[CH:9]=2)[CH2:7][CH2:6]1)=[O:4]. The yield is 0.740. (3) The reactants are [CH2:1]([C:8]1[C:9]([NH:26][C:27](=[O:29])[CH3:28])=[N:10][C:11]([CH:24]=[CH2:25])=[C:12]([C:14]2[CH:19]=[CH:18][C:17]([O:20][CH3:21])=[CH:16][C:15]=2C=C)[N:13]=1)[C:2]1[CH:7]=[CH:6][CH:5]=[CH:4][CH:3]=1. The catalyst is CC1C=C(C)C(N2C(=[Ru](Cl)(Cl)=CC3C=CC=CC=3OC(C)C)N(C3C(C)=CC(C)=CC=3C)CC2)=C(C)C=1. The product is [CH2:1]([C:8]1[C:9]([NH:26][C:27](=[O:29])[CH3:28])=[N:10][C:11]2[CH:24]=[CH:25][C:15]3[CH:16]=[C:17]([O:20][CH3:21])[CH:18]=[CH:19][C:14]=3[C:12]=2[N:13]=1)[C:2]1[CH:7]=[CH:6][CH:5]=[CH:4][CH:3]=1. The yield is 0.858.